This data is from NCI-60 drug combinations with 297,098 pairs across 59 cell lines. The task is: Regression. Given two drug SMILES strings and cell line genomic features, predict the synergy score measuring deviation from expected non-interaction effect. Drug 1: C1=NC2=C(N=C(N=C2N1C3C(C(C(O3)CO)O)O)F)N. Drug 2: C1CN(CCN1C(=O)CCBr)C(=O)CCBr. Cell line: OVCAR-4. Synergy scores: CSS=2.35, Synergy_ZIP=0.358, Synergy_Bliss=1.73, Synergy_Loewe=-2.25, Synergy_HSA=-1.56.